This data is from Drug-target binding data from BindingDB using IC50 measurements. The task is: Regression. Given a target protein amino acid sequence and a drug SMILES string, predict the binding affinity score between them. We predict pIC50 (pIC50 = -log10(IC50 in M); higher means more potent). Dataset: bindingdb_ic50. (1) The small molecule is CS(=O)(=O)C1(c2nc(-c3ccc(F)c4[nH]ccc34)nc3c2OC[C@@H]2COCCN32)CCOCC1. The target protein sequence is MAGSGAGVRCSLLRLQETLSAADRCGAALAGHQLIRGLGQECVLSSSPAVLALQTSLVFSRDFGLLVFVRKSLNSIEFRECREEILKFLCIFLEKMGQKIAPYSVEIKNTCTSVYTKDRAAKCKIPALDLLIKLLQTFRSSRLMDEFKIGELFSKFYGELALKKKIPDTVLEKVYELLGLLGEVHPSEMINNAENLFRAFLGELKTQMTSAVREPKLPVLAGCLKGLSSLLCNFTKSMEEDPQTSREIFNFVLKAIRPQIDLKRYAVPSAGLRLFALHASQFSTCLLDNYVSLFEVLLKWCAHTNVELKKAALSALESFLKQVSNMVAKNAEMHKNKLQYFMEQFYGIIRNVDSNNKELSIAIRGYGLFAGPCKVINAKDVDFMYVELIQRCKQMFLTQTDTGDDRVYQMPSFLQSVASVLLYLDTVPEVYTPVLEHLVVMQIDSFPQYSPKMQLVCCRAIVKVFLALAAKGPVLRNCISTVVHQGLIRICSKPVVLPKG.... The pIC50 is 5.9. (2) The pIC50 is 6.4. The drug is O=C1CC(c2ccc(CC(NS(=O)(=O)c3cccc(C(F)(F)F)c3)C3=NC[C@@H](c4ccccc4)N3)cc2)S(=O)(=O)N1. The target protein (P17706) has sequence MPTTIEREFEELDTQRRWQPLYLEIRNESHDYPHRVAKFPENRNRNRYRDVSPYDHSRVKLQNAENDYINASLVDIEEAQRSYILTQGPLPNTCCHFWLMVWQQKTKAVVMLNRIVEKESVKCAQYWPTDDQEMLFKETGFSVKLLSEDVKSYYTVHLLQLENINSGETRTISHFHYTTWPDFGVPESPASFLNFLFKVRESGSLNPDHGPAVIHCSAGIGRSGTFSLVDTCLVLMEKGDDINIKQVLLNMRKYRMGLIQTPDQLRFSYMAIIEGAKCIKGDSSIQKRWKELSKEDLSPAFDHSPNKIMTEKYNGNRIGLEEEKLTGDRCTGLSSKMQDTMEENSESALRKRIREDRKATTAQKVQQMKQRLNENERKRKRWLYWQPILTKMGFMSVILVGAFVGWTLFFQQNAL. (3) The small molecule is Nc1ncnc2c1ncn2[C@@H]1O[C@H](COS(=O)(=O)NC(=O)CCC(=O)c2ccccc2-c2c(O)c(=O)c2=O)[C@@H](O)[C@H]1O. The target protein (P29208) has sequence MRSAQVYRWQIPMDAGVVLRDRRLKTRDGLYVCLREGEREGWGEISPLPGFSQETWEEAQSVLLAWVNNWLAGDCELPQMPSVAFGVSCALAELTDTLPQAANYRAAPLCNGDPDDLILKLADMPGEKVAKVKVGLYEAVRDGMVVNLLLEAIPDLHLRLDANRAWTPLKGQQFAKYVNPDYRDRIAFLEEPCKTRDDSRAFARETGIAIAWDESLREPDFAFVAEEGVRAVVIKPTLTGSLEKVREQVQAAHALGLTAVISSSIESSLGLTQLARIAAWLTPDTIPGLDTLDLMQAQQVRRWPGSTLPVVEVDALERLL. The pIC50 is 6.8. (4) The drug is O=c1[nH]cc(O)n1CCCCCN1CCC(Cc2ccccc2)CC1. The target protein (Q9R1M7) has sequence MRRLSLWWLLSRVCLLLPPPCALVLAGVPSSSSHPQPCQILKRIGHAVRVGAVHLQPWTTAPRAASRAQEGGRAGAQRDDPESGTWRPPAPSQGARWLGSALHGRGPPGSRKLGEGAGAETLWPRDALLFAVENLNRVEGLLPYNLSLEVVMAIEAGLGDLPLMPFSSPSSPWSSDPFSFLQSVCHTVVVQGVSALLAFPQSQGEMMELDLVSSVLHIPVLSIVRHEFPRESQNPLHLQLSLENSLSSDADVTVSILTMNNWYNFSLLLCQEDWNITDFLLLTENNSKFHLESVINITANLSSTKDLLSFLQVQMDNIRNSTPTMVMFGCDMDSIRQIFEMSTQFGLSPPELHWVLGDSQNVEELRTEGLPLGLIAHGKTTQSVFEYYVQDAMELVARAVATATMIQPELALLPSTMNCMDVKTTNLTSGQYLSRFLANTTFRGLSGSIKVKGSTIISSENNFFIWNLQHDPMGKPMWTRLGSWQGGRIVMDSGIWPEQA.... The pIC50 is 4.1. (5) The target protein (P12271) has sequence MSEGVGTFRMVPEEEQELRAQLEQLTTKDHGPVFGPCSQLPRHTLQKAKDELNEREETREEAVRELQEMVQAQAASGEELAVAVAERVQEKDSGFFLRFIRARKFNVGRAYELLRGYVNFRLQYPELFDSLSPEAVRCTIEAGYPGVLSSRDKYGRVVMLFNIENWQSQEITFDEILQAYCFILEKLLENEETQINGFCIIENFKGFTMQQAASLRTSDLRKMVDMLQDSFPARFKAIHFIHQPWYFTTTYNVVKPFLKSKLLERVFVHGDDLSGFYQEIDENILPSDFGGTLPKYDGKAVAEQLFGPQAQAENTAF. The compound is Cc1cccc(C)c1/C=C/c1cccc(S(=O)(=O)CCN)c1. The pIC50 is 5.0. (6) The drug is CCOC(=O)c1cn[nH]c1C. The target protein sequence is MGSSHHHHHHSSGLVPRGSHMTEQEDVLAKELEDVNKWGLHVFRIAELSGNRPLTVIMHTIFQERDLLKTFKIPVDTLITYLMTLEDHYHADVAYHNNIHAADVVQSTHVLLSTPALEAVFTDLEILAAIFASAIHDVDHPGVSNQFLINTNSELALMYNDSSVLENHHLAVGFKLLQEENCDIFQNLTKKQRQSLRKMVIDIVLATDMSKHMNLLADLKTMVETKKVTSSGVLLLDNYSDRIQVLQNMVHCADLSNPTKPLQLYRQWTDRIMEEFFRQGDRERERGMEISPMCDKHNASVEKSQVGFIDYIVHPLWETWADLVHPDAQDILDTLEDNREWYQSTIPQS. The pIC50 is 3.7.